This data is from Full USPTO retrosynthesis dataset with 1.9M reactions from patents (1976-2016). The task is: Predict the reactants needed to synthesize the given product. (1) Given the product [NH2:1][C:2]1[C:3]([C:38]#[N:39])=[C:4]([NH:8][C@H:9]([C:11]2[C:20]([CH2:21][N:22]3[CH2:27][CH2:26][NH:25][CH2:24][CH2:23]3)=[C:19]([OH:35])[C:18]3[C:13](=[CH:14][CH:15]=[C:16]([F:37])[CH:17]=3)[N:12]=2)[CH3:10])[N:5]=[CH:6][N:7]=1, predict the reactants needed to synthesize it. The reactants are: [NH2:1][C:2]1[N:7]=[CH:6][N:5]=[C:4]([NH:8][C@H:9]([C:11]2[C:20]([CH2:21][N:22]3[CH2:27][CH2:26][N:25](C(OC(C)(C)C)=O)[CH2:24][CH2:23]3)=[C:19]([O:35]C)[C:18]3[C:13](=[CH:14][CH:15]=[C:16]([F:37])[CH:17]=3)[N:12]=2)[CH3:10])[C:3]=1[C:38]#[N:39].Cl. (2) Given the product [CH3:1][C:2]1([CH3:43])[N:6]([C:7]([O:9][C:10]([CH3:13])([CH3:12])[CH3:11])=[O:8])[C@@:5]([CH3:42])([C:14]2[S:53][C:17]([C:18]3[CH:23]=[CH:22][C:21]([O:24][CH2:25][CH2:26][O:27][CH2:28][CH2:29][C:30]4[CH:35]=[CH:34][CH:33]=[CH:32][CH:31]=4)=[C:20]([C:36]([F:39])([F:38])[F:37])[CH:19]=3)=[CH:16][N:15]=2)[CH2:4][O:3]1, predict the reactants needed to synthesize it. The reactants are: [CH3:1][C:2]1([CH3:43])[N:6]([C:7]([O:9][C:10]([CH3:13])([CH3:12])[CH3:11])=[O:8])[C@@:5]([CH3:42])([C:14](=O)[NH:15][CH2:16][C:17](=O)[C:18]2[CH:23]=[CH:22][C:21]([O:24][CH2:25][CH2:26][O:27][CH2:28][CH2:29][C:30]3[CH:35]=[CH:34][CH:33]=[CH:32][CH:31]=3)=[C:20]([C:36]([F:39])([F:38])[F:37])[CH:19]=2)[CH2:4][O:3]1.COC1C=CC(P2(SP(C3C=CC(OC)=CC=3)(=S)S2)=[S:53])=CC=1.